This data is from Forward reaction prediction with 1.9M reactions from USPTO patents (1976-2016). The task is: Predict the product of the given reaction. Given the reactants C(OC([N:8]1[CH2:13][CH2:12][N:11]([C:14]2[N:19]=[C:18]([C:20]3[CH:25]=[CH:24][N:23]=[C:22]([NH:26][CH:27]4[CH2:32][CH2:31][CH2:30][CH2:29][CH2:28]4)[CH:21]=3)[CH:17]=[C:16]([C:33]([OH:36])([CH3:35])[CH3:34])[CH:15]=2)[CH2:10][CH2:9]1)=O)(C)(C)C.C(O)(C(F)(F)F)=O, predict the reaction product. The product is: [CH:27]1([NH:26][C:22]2[CH:21]=[C:20]([C:18]3[CH:17]=[C:16]([C:33]([OH:36])([CH3:34])[CH3:35])[CH:15]=[C:14]([N:11]4[CH2:12][CH2:13][NH:8][CH2:9][CH2:10]4)[N:19]=3)[CH:25]=[CH:24][N:23]=2)[CH2:28][CH2:29][CH2:30][CH2:31][CH2:32]1.